From a dataset of Reaction yield outcomes from USPTO patents with 853,638 reactions. Predict the reaction yield, written as a fraction of the theoretical maximum amount of product (1.0 means a 100% yield; for example, 0.34 means a 34% yield). The reactants are [Cl:1][C:2]1[CH:7]=[C:6]([Cl:8])[CH:5]=[CH:4][C:3]=1[C:9]1[N:10]([C:18]2[CH:23]=[CH:22][C:21]([O:24][CH2:25][CH2:26][C:27]([F:30])([F:29])[F:28])=[CH:20][CH:19]=2)[C:11](C)=[C:12](C(O)=O)[N:13]=1.[C:31](Cl)(=O)[C:32]([Cl:34])=[O:33].CN(C=O)C. The catalyst is C(Cl)Cl. The product is [Cl:1][C:2]1[CH:7]=[C:6]([Cl:8])[CH:5]=[CH:4][C:3]=1[C:9]1[N:10]([C:18]2[CH:23]=[CH:22][C:21]([O:24][CH2:25][CH2:26][C:27]([F:30])([F:28])[F:29])=[CH:20][CH:19]=2)[C:11]([CH3:12])=[C:31]([C:32]([Cl:34])=[O:33])[N:13]=1. The yield is 0.980.